This data is from Forward reaction prediction with 1.9M reactions from USPTO patents (1976-2016). The task is: Predict the product of the given reaction. (1) Given the reactants Cl.[O:2]=[C:3]1[NH:11][C:10]2[C:5](=[N:6][C:7]([C:12]3[CH:13]=[N:14][N:15]4[CH:20]=[CH:19][C:18]([C:21]#[N:22])=[CH:17][C:16]=34)=[N:8][CH:9]=2)[N:4]1[C@H:23]1[CH2:28][CH2:27][CH2:26][NH:25][CH2:24]1.[CH3:29][S:30](O[S:30]([CH3:29])(=[O:32])=[O:31])(=[O:32])=[O:31], predict the reaction product. The product is: [CH3:29][S:30]([N:25]1[CH2:26][CH2:27][CH2:28][C@H:23]([N:4]2[C:3](=[O:2])[NH:11][C:10]3[C:5]2=[N:6][C:7]([C:12]2[CH:13]=[N:14][N:15]4[CH:20]=[CH:19][C:18]([C:21]#[N:22])=[CH:17][C:16]=24)=[N:8][CH:9]=3)[CH2:24]1)(=[O:32])=[O:31]. (2) Given the reactants [C:1]([O-:8])(=[O:7])[CH2:2][CH2:3][C:4]([O-])=[O:5].[NH4+].[NH4+].[C:11]1(=[O:17])[NH:15][C:14](=[O:16])[CH2:13][CH2:12]1.C(O)(=O)CCC(O)=O, predict the reaction product. The product is: [C:1]([OH:8])(=[O:7])[CH2:2][CH2:3][C:4]([NH2:15])=[O:5].[C:14]1(=[O:16])[NH:15][C:11](=[O:17])[CH2:12][CH2:13]1. (3) Given the reactants [H-].[Na+].[CH3:3][O:4][C:5]([CH2:7]P(OC)(OC)=O)=[O:6].[OH:14][C:15]1[CH:20]=[CH:19][C:18]([CH:21]2[CH2:26][CH2:25][C:24](=O)[CH2:23][CH2:22]2)=[CH:17][CH:16]=1.O, predict the reaction product. The product is: [CH3:3][O:4][C:5](=[O:6])[CH:7]=[C:24]1[CH2:23][CH2:22][CH:21]([C:18]2[CH:19]=[CH:20][C:15]([OH:14])=[CH:16][CH:17]=2)[CH2:26][CH2:25]1.